From a dataset of Catalyst prediction with 721,799 reactions and 888 catalyst types from USPTO. Predict which catalyst facilitates the given reaction. (1) Reactant: [NH2:1][C:2]1[C:3]([F:27])=[C:4]([CH:24]=[CH:25][CH:26]=1)[CH2:5][C:6]1[C:7](=[O:23])[O:8][C:9]2[CH:16]=[C:15]([O:17][C:18]3[S:19][CH:20]=[CH:21][N:22]=3)[CH:14]=[CH:13][C:10]=2[C:11]=1[CH3:12].[CH:28](=O)[C:29]1[CH:34]=[CH:33][CH:32]=[CH:31][CH:30]=1. Product: [F:27][C:3]1[C:2](/[N:1]=[CH:28]\[C:29]2[CH:34]=[CH:33][CH:32]=[CH:31][CH:30]=2)=[CH:26][CH:25]=[CH:24][C:4]=1[CH2:5][C:6]1[C:7](=[O:23])[O:8][C:9]2[CH:16]=[C:15]([O:17][C:18]3[S:19][CH:20]=[CH:21][N:22]=3)[CH:14]=[CH:13][C:10]=2[C:11]=1[CH3:12]. The catalyst class is: 5. (2) Reactant: [C:1]([C:4]1[C:5]([C@@H:21]2[C@@H:26]([C:27]3[CH:32]=[CH:31][C:30]([O:33][CH2:34][CH2:35][O:36][C:37]4[C:42]([Cl:43])=[CH:41][C:40]([CH3:44])=[CH:39][C:38]=4[Cl:45])=[CH:29][CH:28]=3)[CH2:25][CH2:24][N:23]([C:46]([O:48][C:49]([CH3:52])([CH3:51])[CH3:50])=[O:47])[CH2:22]2)=[N:6][O:7][C:8]=1[C:9]1[CH:14]=[CH:13][CH:12]=[CH:11][C:10]=1[CH2:15][CH2:16][NH:17][C:18](=[O:20])[CH3:19])(=[O:3])[CH3:2].[BH4-].[Na+]. Product: [C:18]([NH:17][CH2:16][CH2:15][C:10]1[CH:11]=[CH:12][CH:13]=[CH:14][C:9]=1[C:8]1[O:7][N:6]=[C:5]([C@@H:21]2[C@@H:26]([C:27]3[CH:28]=[CH:29][C:30]([O:33][CH2:34][CH2:35][O:36][C:37]4[C:38]([Cl:45])=[CH:39][C:40]([CH3:44])=[CH:41][C:42]=4[Cl:43])=[CH:31][CH:32]=3)[CH2:25][CH2:24][N:23]([C:46]([O:48][C:49]([CH3:51])([CH3:50])[CH3:52])=[O:47])[CH2:22]2)[C:4]=1[CH:1]([OH:3])[CH3:2])(=[O:20])[CH3:19]. The catalyst class is: 8. (3) Reactant: Cl[C:2]1[N:11]=[CH:10][C:9]2[N:8]3[CH:12]=[N:13][C:14]([C:15]#[N:16])=[C:7]3[C@@H:6]([CH2:17][CH3:18])[N:5]([CH:19]([CH3:21])[CH3:20])[C:4]=2[N:3]=1.[NH2:22][C:23]1[CH:24]=[C:25]([CH:29]=[CH:30][C:31]=1[O:32][CH3:33])[C:26]([OH:28])=[O:27].Cl. Product: [C:15]([C:14]1[N:13]=[CH:12][N:8]2[C:7]=1[C@@H:6]([CH2:17][CH3:18])[N:5]([CH:19]([CH3:21])[CH3:20])[C:4]1[N:3]=[C:2]([NH:22][C:23]3[CH:24]=[C:25]([CH:29]=[CH:30][C:31]=3[O:32][CH3:33])[C:26]([OH:28])=[O:27])[N:11]=[CH:10][C:9]2=1)#[N:16]. The catalyst class is: 32.